Dataset: Forward reaction prediction with 1.9M reactions from USPTO patents (1976-2016). Task: Predict the product of the given reaction. (1) Given the reactants Br[C:2]1[CH:7]=[CH:6][C:5]([C:8]2[CH:13]=[CH:12][CH:11]=[CH:10][CH:9]=2)=[CH:4][CH:3]=1.[CH:14]1[C:26]2[NH:25][C:24]3[C:19](=[CH:20][CH:21]=[CH:22][CH:23]=3)[C:18]=2[CH:17]=[CH:16][CH:15]=1.CC(C)([O-])C.[Na+].C1(C)C(C)=CC=CC=1, predict the reaction product. The product is: [C:5]1([C:8]2[CH:13]=[CH:12][CH:11]=[CH:10][CH:9]=2)[CH:6]=[CH:7][C:2]([N:25]2[C:26]3[CH:14]=[CH:15][CH:16]=[CH:17][C:18]=3[C:19]3[C:24]2=[CH:23][CH:22]=[CH:21][CH:20]=3)=[CH:3][CH:4]=1. (2) The product is: [CH2:2]([C@H:4]([NH:11][C:12]([C:14]1[C:23]2[C:18](=[CH:19][CH:20]=[CH:21][CH:22]=2)[N:17]=[C:16]([C:24]2[CH:25]=[CH:26][CH:27]=[CH:28][CH:29]=2)[C:15]=1[N:30]1[CH2:34][CH2:33][CH2:32][C@H:31]1[CH2:35][CH2:41][OH:42])=[O:13])[C:5]1[CH:6]=[CH:7][CH:8]=[CH:9][CH:10]=1)[CH3:3]. Given the reactants Cl.[CH2:2]([C@H:4]([NH:11][C:12]([C:14]1[C:23]2[C:18](=[CH:19][CH:20]=[CH:21][CH:22]=2)[N:17]=[C:16]([C:24]2[CH:29]=[CH:28][CH:27]=[CH:26][CH:25]=2)[C:15]=1[N:30]1[CH2:34][CH2:33][CH2:32][C@H:31]1[C:35](OC)=O)=[O:13])[C:5]1[CH:10]=[CH:9][CH:8]=[CH:7][CH:6]=1)[CH3:3].[BH4-].[Na+].[CH3:41][OH:42], predict the reaction product. (3) Given the reactants [H-].[Na+].[CH3:3][O:4][C:5]1[CH:15]=[CH:14][C:8]([O:9][CH2:10][CH:11]([OH:13])[CH3:12])=[CH:7][CH:6]=1.[CH2:16](Br)[C:17]1[CH:22]=[CH:21][CH:20]=[CH:19][CH:18]=1.[Cl-].[NH4+], predict the reaction product. The product is: [CH2:16]([O:13][CH:11]([CH3:12])[CH2:10][O:9][C:8]1[CH:14]=[CH:15][C:5]([O:4][CH3:3])=[CH:6][CH:7]=1)[C:17]1[CH:22]=[CH:21][CH:20]=[CH:19][CH:18]=1. (4) Given the reactants [C:1]1([CH:7]([C:35]2[CH:40]=[CH:39][CH:38]=[CH:37][CH:36]=2)[CH2:8][CH2:9][NH:10][C:11](=[O:34])[C:12]2[CH:17]=[CH:16][C:15]([N:18]3[C:22](O)([C:23]([F:26])([F:25])[F:24])[CH2:21][C:20]([C:28]4[CH:29]=[N:30][CH:31]=[CH:32][CH:33]=4)=[N:19]3)=[N:14][CH:13]=2)[CH:6]=[CH:5][CH:4]=[CH:3][CH:2]=1, predict the reaction product. The product is: [C:35]1([CH:7]([C:1]2[CH:2]=[CH:3][CH:4]=[CH:5][CH:6]=2)[CH2:8][CH2:9][NH:10][C:11](=[O:34])[C:12]2[CH:17]=[CH:16][C:15]([N:18]3[C:22]([C:23]([F:25])([F:26])[F:24])=[CH:21][C:20]([C:28]4[CH:29]=[N:30][CH:31]=[CH:32][CH:33]=4)=[N:19]3)=[N:14][CH:13]=2)[CH:36]=[CH:37][CH:38]=[CH:39][CH:40]=1. (5) Given the reactants C[O:2][C:3](=[O:25])/[C:4](/[C:12]1[CH:17]=[CH:16][C:15]([N:18]2[C:22]([CH3:23])=[N:21][N:20]=[N:19]2)=[C:14]([Cl:24])[CH:13]=1)=[CH:5]/[CH:6]1[CH2:11][CH2:10][CH2:9][CH2:8][CH2:7]1.[OH-].[Na+], predict the reaction product. The product is: [Cl:24][C:14]1[CH:13]=[C:12](/[C:4](=[CH:5]\[CH:6]2[CH2:11][CH2:10][CH2:9][CH2:8][CH2:7]2)/[C:3]([OH:25])=[O:2])[CH:17]=[CH:16][C:15]=1[N:18]1[C:22]([CH3:23])=[N:21][N:20]=[N:19]1. (6) Given the reactants [OH:1][C:2]1[CH:3]=[C:4]2[C:8](=[CH:9][CH:10]=1)[NH:7][CH:6]=[CH:5]2.[CH2:11]([CH:13](CCBr)[C:14]([OH:16])=[O:15])[CH3:12], predict the reaction product. The product is: [NH:7]1[C:8]2[C:4](=[CH:3][C:2]([O:1][CH2:12][CH2:11][CH2:13][C:14]([OH:16])=[O:15])=[CH:10][CH:9]=2)[CH:5]=[CH:6]1. (7) Given the reactants C=CC1C=CC=CC=1.[C:9]1([P:15]([C:22]2[CH:27]=[CH:26][CH:25]=[CH:24][CH:23]=2)[C:16]2[CH:21]=[CH:20][CH:19]=[CH:18][CH:17]=2)[CH:14]=[CH:13][CH:12]=[CH:11][CH:10]=1.[CH2:28]([S:34][S:35][CH2:36][C@H:37]([NH2:41])[C:38]([OH:40])=[O:39])[C@H:29]([NH2:33])[C:30]([OH:32])=[O:31], predict the reaction product. The product is: [C:22]1([P:15]([C:9]2[CH:10]=[CH:11][CH:12]=[CH:13][CH:14]=2)[C:16]2[CH:21]=[CH:20][CH:19]=[CH:18][CH:17]=2)[CH:23]=[CH:24][CH:25]=[CH:26][CH:27]=1.[CH2:28]([S:34][S:35][CH2:36][C@H:37]([NH2:41])[C:38]([OH:40])=[O:39])[C@H:29]([NH2:33])[C:30]([OH:32])=[O:31]. (8) The product is: [F:20][C:2]1[CH:3]=[CH:4][C:5]([C:8]#[N:9])=[N:6][CH:7]=1. Given the reactants N[C:2]1[CH:3]=[CH:4][C:5]([C:8]#[N:9])=[N:6][CH:7]=1.N([O-])=O.[Na+].N1C=CC=CC=1.[FH:20], predict the reaction product. (9) Given the reactants Cl.[CH2:2]([C:4]1[CH:9]=[CH:8][CH:7]=[C:6]([CH2:10][CH3:11])[C:5]=1[NH:12][C:13]([C:15]1[C:19]2[CH2:20][CH2:21][C:22]3[CH:23]=[N:24][C:25]([NH:28][CH:29]4[CH2:34][CH2:33][NH:32][CH2:31][CH2:30]4)=[N:26][C:27]=3[C:18]=2[N:17]([CH3:35])[N:16]=1)=[O:14])[CH3:3].CCN(C(C)C)C(C)C.[CH3:45][N:46]1[CH2:51][CH2:50][N:49]([C:52](Cl)=[O:53])[CH2:48][CH2:47]1, predict the reaction product. The product is: [CH2:10]([C:6]1[CH:7]=[CH:8][CH:9]=[C:4]([CH2:2][CH3:3])[C:5]=1[NH:12][C:13]([C:15]1[C:19]2[CH2:20][CH2:21][C:22]3[CH:23]=[N:24][C:25]([NH:28][CH:29]4[CH2:30][CH2:31][N:32]([C:52]([N:49]5[CH2:50][CH2:51][N:46]([CH3:45])[CH2:47][CH2:48]5)=[O:53])[CH2:33][CH2:34]4)=[N:26][C:27]=3[C:18]=2[N:17]([CH3:35])[N:16]=1)=[O:14])[CH3:11]. (10) Given the reactants [C:1]([C:4]1[NH:8][C:7]2[C:9]([Cl:13])=[C:10]([Cl:12])[S:11][C:6]=2[CH:5]=1)([OH:3])=O.C1C=CC2N(O)N=NC=2C=1.CCN(C(C)C)C(C)C.[NH2:33][CH:34]1[CH2:42][C:41]2[C:36](=[CH:37][C:38]([F:43])=[CH:39][CH:40]=2)[CH:35]1[OH:44].CCN=C=NCCCN(C)C, predict the reaction product. The product is: [Cl:12][C:10]1[S:11][C:6]2[CH:5]=[C:4]([C:1](=[O:3])[NH:33][CH:34]3[CH2:42][C:41]4[C:36](=[CH:37][C:38]([F:43])=[CH:39][CH:40]=4)[CH:35]3[OH:44])[NH:8][C:7]=2[C:9]=1[Cl:13].